This data is from Reaction yield outcomes from USPTO patents with 853,638 reactions. The task is: Predict the reaction yield, written as a fraction of the theoretical maximum amount of product (1.0 means a 100% yield; for example, 0.34 means a 34% yield). (1) The reactants are [Mg].II.[C:4]1([CH3:11])[C:5](Br)=[CH:6][CH:7]=[CH:8][CH:9]=1.[P:12]([O-:19])(OCC)OCC.Cl. The catalyst is C1COCC1.C1(C)C=CC=CC=1.O. The product is [CH3:11][C:4]1[CH:9]=[CH:8][CH:7]=[CH:6][C:5]=1[PH:12](=[O:19])[C:9]1[CH:8]=[CH:7][CH:6]=[CH:5][C:4]=1[CH3:11]. The yield is 0.399. (2) The reactants are [CH2:1]([O:3][C:4](=[O:22])[CH2:5][NH:6][CH2:7][CH2:8][NH:9][S:10]([C:13]1[S:14][C:15]2[CH:21]=[CH:20][CH:19]=[CH:18][C:16]=2[N:17]=1)(=[O:12])=[O:11])[CH3:2].[N:23]1([CH2:32][C:33](O)=[O:34])[CH:31]=[C:29]([CH3:30])[C:27](=[O:28])[NH:26][C:24]1=[O:25].C1C=CC2N(O)N=NC=2C=1.C1CCC(N=C=NC2CCCCC2)CC1.C(N(CC)C(C)C)(C)C. The catalyst is CN(C=O)C. The product is [CH2:1]([O:3][C:4](=[O:22])[CH2:5][N:6]([CH2:7][CH2:8][NH:9][S:10]([C:13]1[S:14][C:15]2[CH:21]=[CH:20][CH:19]=[CH:18][C:16]=2[N:17]=1)(=[O:12])=[O:11])[C:33](=[O:34])[CH2:32][N:23]1[CH:31]=[C:29]([CH3:30])[C:27](=[O:28])[NH:26][C:24]1=[O:25])[CH3:2]. The yield is 0.750. (3) The reactants are C([O:8][C:9]1[CH:31]=[CH:30][C:29]([C:32](=O)[CH2:33]Br)=[CH:28][C:10]=1[C:11]([NH:13][C:14]1[CH:19]=[C:18]([C:20]([F:23])([F:22])[F:21])[CH:17]=[C:16]([C:24]([F:27])([F:26])[F:25])[CH:15]=1)=[O:12])C1C=CC=CC=1.[NH2:36][C:37]1[CH:42]=[CH:41][CH:40]=[CH:39][N:38]=1.C(=O)([O-])O.[Na+]. The catalyst is C(O)C. The product is [F:25][C:24]([F:26])([F:27])[C:16]1[CH:15]=[C:14]([NH:13][C:11](=[O:12])[C:10]2[CH:28]=[C:29]([C:32]3[N:36]=[C:37]4[CH:42]=[CH:41][CH:40]=[CH:39][N:38]4[CH:33]=3)[CH:30]=[CH:31][C:9]=2[OH:8])[CH:19]=[C:18]([C:20]([F:23])([F:22])[F:21])[CH:17]=1. The yield is 0.459. (4) The reactants are [C:1]([O:5][C:6]([NH:8][CH:9]([CH2:14][CH2:15][CH:16](OS(C)(=O)=O)[CH2:17][NH:18][C:19]([O:21][C:22]([CH3:25])([CH3:24])[CH3:23])=[O:20])[C:10]([O:12][CH3:13])=[O:11])=[O:7])([CH3:4])([CH3:3])[CH3:2].[C:31]([O-:34])(=[S:33])[CH3:32].[K+].O. The catalyst is CN(C=O)C. The product is [C:31]([S:33][CH:16]([CH2:17][NH:18][C:19]([O:21][C:22]([CH3:23])([CH3:24])[CH3:25])=[O:20])[CH2:15][CH2:14][CH:9]([NH:8][C:6]([O:5][C:1]([CH3:2])([CH3:3])[CH3:4])=[O:7])[C:10]([O:12][CH3:13])=[O:11])(=[O:34])[CH3:32]. The yield is 0.780. (5) The reactants are [F:1][C:2]1[CH:18]=[CH:17][C:5]([C:6]([C:8]2[CH:16]=[CH:15][CH:14]=[CH:13][C:9]=2[C:10]([OH:12])=[O:11])=O)=[CH:4][CH:3]=1.S(Cl)([Cl:21])=O. The catalyst is CN(C=O)C.C1COCC1. The product is [Cl:21][C:6]1([C:5]2[CH:17]=[CH:18][C:2]([F:1])=[CH:3][CH:4]=2)[C:8]2[C:9](=[CH:13][CH:14]=[CH:15][CH:16]=2)[C:10](=[O:12])[O:11]1. The yield is 1.00.